This data is from Full USPTO retrosynthesis dataset with 1.9M reactions from patents (1976-2016). The task is: Predict the reactants needed to synthesize the given product. (1) The reactants are: [NH2:1][C@H:2]1[CH2:11][CH2:10][C:9]2[CH:8]=[C:7]([CH2:12][OH:13])[CH:6]=[CH:5][C:4]=2[CH2:3]1.C[O:15][C:16]([C:18]1[S:19][C:20]([Br:28])=[CH:21][C:22]=1[N:23]=[CH:24]N(C)C)=O.C(N(CC)C(C)C)(C)C. Given the product [Br:28][C:20]1[S:19][C:18]2[C:16](=[O:15])[N:1]([C@H:2]3[CH2:11][CH2:10][C:9]4[C:4](=[CH:5][CH:6]=[C:7]([CH2:12][OH:13])[CH:8]=4)[CH2:3]3)[CH:24]=[N:23][C:22]=2[CH:21]=1, predict the reactants needed to synthesize it. (2) The reactants are: [CH2:1]([N:5]1[C:13]2[N:12]=[C:11]([Cl:14])[N:10](CC=C)[C:9]=2[C:8](=[O:18])[NH:7][C:6]1=[O:19])[CH2:2][CH2:3][CH3:4].C(=O)([O-])[O-].[Cs+].[Cs+].Br[CH2:27][C:28]([O:30][CH2:31][CH3:32])=[O:29]. Given the product [CH2:1]([N:5]1[C:13]2[N:12]=[C:11]([Cl:14])[NH:10][C:9]=2[C:8](=[O:18])[N:7]([CH2:27][C:28]([O:30][CH2:31][CH3:32])=[O:29])[C:6]1=[O:19])[CH2:2][CH2:3][CH3:4], predict the reactants needed to synthesize it. (3) The reactants are: [CH3:1][O:2][CH2:3][CH2:4][NH:5][CH3:6].[H-].[Na+].F[C:10]1[CH:15]=[CH:14][C:13]([I:16])=[CH:12][C:11]=1[N+:17]([O-:19])=[O:18]. Given the product [I:16][C:13]1[CH:14]=[CH:15][C:10]([N:5]([CH2:4][CH2:3][O:2][CH3:1])[CH3:6])=[C:11]([N+:17]([O-:19])=[O:18])[CH:12]=1, predict the reactants needed to synthesize it. (4) Given the product [CH3:17][C:18]1[CH:27]=[CH:26][C:25]2[C:20](=[CH:21][CH:22]=[CH:23][C:24]=2[CH:46]2[CH2:45][CH2:6][N:5]([CH2:15][CH2:14][C:10]3[CH:9]=[CH:8][CH:7]=[C:6]4[C:11]=3[CH:12]=[CH:13][C:4]3[N:5]4[N:1]=[N:2][N:3]=3)[CH2:4][CH2:13]2)[N:19]=1, predict the reactants needed to synthesize it. The reactants are: [N:1]1[N:5]2[C:6]3[C:11]([CH:12]=[CH:13][C:4]2=[N:3][N:2]=1)=[C:10]([CH2:14][CH:15]=O)[CH:9]=[CH:8][CH:7]=3.[CH3:17][C:18]1[CH:27]=[CH:26][C:25]2[C:20](=[CH:21][CH:22]=[CH:23][C:24]=2N2CCN[C@H](C)C2)[N:19]=1.C(O[BH-](O[C:45](=O)[CH3:46])OC(=O)C)(=O)C.[Na+].